From a dataset of Forward reaction prediction with 1.9M reactions from USPTO patents (1976-2016). Predict the product of the given reaction. Given the reactants [C:1]([O:5][C:6](=[O:21])[CH2:7][O:8][C:9]1[C:14]2[CH2:15][CH2:16][CH2:17][CH2:18][CH:19]([NH2:20])[C:13]=2[CH:12]=[CH:11][CH:10]=1)([CH3:4])([CH3:3])[CH3:2].C(N(C(C)C)CC)(C)C.[Br:31][C:32]1[CH:33]=[C:34]([S:38](Cl)(=[O:40])=[O:39])[CH:35]=[CH:36][CH:37]=1, predict the reaction product. The product is: [C:1]([O:5][C:6](=[O:21])[CH2:7][O:8][C:9]1[C:14]2[CH2:15][CH2:16][CH2:17][CH2:18][CH:19]([NH:20][S:38]([C:34]3[CH:35]=[CH:36][CH:37]=[C:32]([Br:31])[CH:33]=3)(=[O:40])=[O:39])[C:13]=2[CH:12]=[CH:11][CH:10]=1)([CH3:4])([CH3:2])[CH3:3].